This data is from NCI-60 drug combinations with 297,098 pairs across 59 cell lines. The task is: Regression. Given two drug SMILES strings and cell line genomic features, predict the synergy score measuring deviation from expected non-interaction effect. (1) Drug 1: CC12CCC3C(C1CCC2=O)CC(=C)C4=CC(=O)C=CC34C. Drug 2: CC1C(C(CC(O1)OC2CC(CC3=C2C(=C4C(=C3O)C(=O)C5=C(C4=O)C(=CC=C5)OC)O)(C(=O)CO)O)N)O.Cl. Cell line: UACC-257. Synergy scores: CSS=47.0, Synergy_ZIP=2.74, Synergy_Bliss=4.03, Synergy_Loewe=0.504, Synergy_HSA=4.71. (2) Drug 1: CC1=C(C=C(C=C1)C(=O)NC2=CC(=CC(=C2)C(F)(F)F)N3C=C(N=C3)C)NC4=NC=CC(=N4)C5=CN=CC=C5. Drug 2: C(CC(=O)O)C(=O)CN.Cl. Cell line: ACHN. Synergy scores: CSS=2.77, Synergy_ZIP=2.41, Synergy_Bliss=4.36, Synergy_Loewe=3.86, Synergy_HSA=-0.274. (3) Drug 1: CC1=C(C=C(C=C1)NC2=NC=CC(=N2)N(C)C3=CC4=NN(C(=C4C=C3)C)C)S(=O)(=O)N.Cl. Drug 2: C1=NC2=C(N1)C(=S)N=C(N2)N. Cell line: IGROV1. Synergy scores: CSS=-0.444, Synergy_ZIP=-7.32, Synergy_Bliss=-7.77, Synergy_Loewe=-22.7, Synergy_HSA=-7.68. (4) Drug 1: C(=O)(N)NO. Drug 2: CC1CCC2CC(C(=CC=CC=CC(CC(C(=O)C(C(C(=CC(C(=O)CC(OC(=O)C3CCCCN3C(=O)C(=O)C1(O2)O)C(C)CC4CCC(C(C4)OC)O)C)C)O)OC)C)C)C)OC. Cell line: PC-3. Synergy scores: CSS=-3.51, Synergy_ZIP=1.21, Synergy_Bliss=1.13, Synergy_Loewe=-3.63, Synergy_HSA=-1.96.